This data is from Catalyst prediction with 721,799 reactions and 888 catalyst types from USPTO. The task is: Predict which catalyst facilitates the given reaction. (1) Reactant: CC1C=CC(S(O[CH2:12][CH2:13][CH2:14][CH2:15][C:16]2[C:24]3[C:19](=[CH:20][CH:21]=[C:22]([C:25]#[N:26])[CH:23]=3)[NH:18][CH:17]=2)(=O)=O)=CC=1.[CH3:27][C:28]1[N:29]=[C:30]([N:38]2[CH2:43][CH2:42][NH:41][CH2:40][CH2:39]2)[S:31][C:32]=1[C:33]([O:35][CH2:36][CH3:37])=[O:34].C(=O)([O-])[O-].[K+].[K+].[I-].[K+]. Product: [C:25]([C:22]1[CH:23]=[C:24]2[C:19](=[CH:20][CH:21]=1)[NH:18][CH:17]=[C:16]2[CH2:15][CH2:14][CH2:13][CH2:12][N:41]1[CH2:42][CH2:43][N:38]([C:30]2[S:31][C:32]([C:33]([O:35][CH2:36][CH3:37])=[O:34])=[C:28]([CH3:27])[N:29]=2)[CH2:39][CH2:40]1)#[N:26]. The catalyst class is: 10. (2) Reactant: [F:1][C:2]([F:24])([F:23])[C:3]1[CH:4]=[C:5]([C:13]2[N:17]=[CH:16][N:15](/[CH:18]=[CH:19]\[C:20](O)=[O:21])[N:14]=2)[CH:6]=[C:7]([C:9]([F:12])([F:11])[F:10])[CH:8]=1.[NH:25]([C:27]1[CH:32]=[N:31][CH:30]=[CH:29][N:28]=1)[NH2:26].C(P1(=O)OP(CCC)(=O)OP(CCC)(=O)O1)CC.CCN(C(C)C)C(C)C. Product: [F:1][C:2]([F:24])([F:23])[C:3]1[CH:4]=[C:5]([C:13]2[N:17]=[CH:16][N:15](/[CH:18]=[CH:19]\[C:20]([NH:26][NH:25][C:27]3[CH:32]=[N:31][CH:30]=[CH:29][N:28]=3)=[O:21])[N:14]=2)[CH:6]=[C:7]([C:9]([F:11])([F:12])[F:10])[CH:8]=1. The catalyst class is: 795. (3) Reactant: C[O:2][C:3]1[CH:16]=[CH:15][CH:14]=[C:13]2[C:4]=1[CH:5]([CH3:29])[N:6]([S:17]([C:20]1[CH:25]=[CH:24][C:23]([O:26]C)=[C:22]([CH3:28])[CH:21]=1)(=[O:19])=[O:18])[C:7]1[CH:8]=[CH:9][CH:10]=[CH:11][C:12]=12.B(Cl)(Cl)Cl.ClCCl. Product: [OH:26][C:23]1[CH:24]=[CH:25][C:20]([S:17]([N:6]2[CH:5]([CH3:29])[C:4]3[C:3]([OH:2])=[CH:16][CH:15]=[CH:14][C:13]=3[C:12]3[CH:11]=[CH:10][CH:9]=[CH:8][C:7]2=3)(=[O:19])=[O:18])=[CH:21][C:22]=1[CH3:28]. The catalyst class is: 682. (4) Reactant: Cl.[NH:2]1[CH2:5][CH:4]([O:6]C(=O)C2C=CC=CC=2)[CH2:3]1.Br[C:16]1[CH:21]=[CH:20][CH:19]=[CH:18][CH:17]=1.CC1(C)C2C(=C(P(C3C=CC=CC=3)C3C=CC=CC=3)C=CC=2)OC2C(P(C3C=CC=CC=3)C3C=CC=CC=3)=CC=CC1=2.CC(C)([O-])C.[Na+]. Product: [C:16]1([N:2]2[CH2:5][CH:4]([OH:6])[CH2:3]2)[CH:21]=[CH:20][CH:19]=[CH:18][CH:17]=1. The catalyst class is: 101.